From a dataset of Reaction yield outcomes from USPTO patents with 853,638 reactions. Predict the reaction yield, written as a fraction of the theoretical maximum amount of product (1.0 means a 100% yield; for example, 0.34 means a 34% yield). (1) The reactants are [NH2:1][C:2]1[N:6]([C:7]2[C:12]([Cl:13])=[CH:11][C:10]([Cl:14])=[CH:9][N:8]=2)[N:5]=[C:4]([CH:15]([CH3:17])[CH3:16])[C:3]=1[C:18]#[N:19].[OH-:20].[Na+]. The catalyst is OS(O)(=O)=O. The product is [NH2:1][C:2]1[N:6]([C:7]2[C:12]([Cl:13])=[CH:11][C:10]([Cl:14])=[CH:9][N:8]=2)[N:5]=[C:4]([CH:15]([CH3:17])[CH3:16])[C:3]=1[C:18]([NH2:19])=[O:20]. The yield is 0.820. (2) The reactants are [CH3:1][N:2]1[CH:10]=[C:9]2[C:4]([C:5]([C:11]#[N:12])=[CH:6][CH:7]=[CH:8]2)=[N:3]1. The catalyst is CO.N.[Ni]. The product is [CH3:1][N:2]1[CH:10]=[C:9]2[C:4]([C:5]([CH2:11][NH2:12])=[CH:6][CH:7]=[CH:8]2)=[N:3]1. The yield is 1.00. (3) The reactants are [CH2:1]1[O:13][C:12]2[CH:11]=[C:10]3[C:5]([C:6]([NH:14][CH2:15][CH2:16][CH2:17][N:18]([CH3:20])[CH3:19])=[CH:7][CH:8]=[N:9]3)=[CH:4][C:3]=2[O:2]1.C(Cl)(=O)[C:22](Cl)=[O:23].[I:27][C:28]1[CH:36]=[CH:35][C:34]([O:37][CH3:38])=[C:33]([O:39][CH3:40])[C:29]=1C(O)=O. The catalyst is C(Cl)(Cl)Cl. The product is [CH2:1]1[O:13][C:12]2[CH:11]=[C:10]3[C:5]([C:6]([N:14]([CH2:15][CH2:16][CH2:17][N:18]([CH3:19])[CH3:20])[C:22](=[O:23])[C:36]4[CH:35]=[C:34]([O:37][CH3:38])[C:33]([O:39][CH3:40])=[CH:29][C:28]=4[I:27])=[CH:7][CH:8]=[N:9]3)=[CH:4][C:3]=2[O:2]1. The yield is 0.790. (4) The reactants are C(=O)([O-])[O-].[Cs+].[Cs+].FC(F)(F)S(O[C:13]1[CH:14]=[CH:15][C:16]2[O:20][C:19]([C:21]3[CH:26]=[CH:25][C:24]([F:27])=[CH:23][CH:22]=3)=[C:18]([C:28](=[O:31])[NH:29][CH3:30])[C:17]=2[CH:32]=1)(=O)=O.CC1(C)C(C)(C)OB([C:43]2[CH:44]=[C:45]([C:49]3[NH:53][N:52]=[CH:51][CH:50]=3)[CH:46]=[CH:47][CH:48]=2)O1.O1CCOCC1. The catalyst is CCOC(C)=O.C1C=CC([P]([Pd]([P](C2C=CC=CC=2)(C2C=CC=CC=2)C2C=CC=CC=2)([P](C2C=CC=CC=2)(C2C=CC=CC=2)C2C=CC=CC=2)[P](C2C=CC=CC=2)(C2C=CC=CC=2)C2C=CC=CC=2)(C2C=CC=CC=2)C2C=CC=CC=2)=CC=1.O. The product is [NH:53]1[C:49]([C:45]2[CH:44]=[C:43]([C:13]3[CH:14]=[CH:15][C:16]4[O:20][C:19]([C:21]5[CH:22]=[CH:23][C:24]([F:27])=[CH:25][CH:26]=5)=[C:18]([C:28]([NH:29][CH3:30])=[O:31])[C:17]=4[CH:32]=3)[CH:48]=[CH:47][CH:46]=2)=[CH:50][CH:51]=[N:52]1. The yield is 0.920.